This data is from Full USPTO retrosynthesis dataset with 1.9M reactions from patents (1976-2016). The task is: Predict the reactants needed to synthesize the given product. (1) Given the product [CH2:1]([O:3][C:4](=[O:17])[CH2:5][CH2:6][C:7]1[C:12]([CH2:13][OH:14])=[CH:11][N:10]=[C:9]([CH3:15])[C:8]=1[O:16][CH2:19][C:20]1[CH:25]=[CH:24][C:23]([C:26]#[N:27])=[CH:22][CH:21]=1)[CH3:2], predict the reactants needed to synthesize it. The reactants are: [CH2:1]([O:3][C:4](=[O:17])[CH2:5][CH2:6][C:7]1[C:12]([CH2:13][OH:14])=[CH:11][N:10]=[C:9]([CH3:15])[C:8]=1[OH:16])[CH3:2].Br[CH2:19][C:20]1[CH:25]=[CH:24][C:23]([C:26]#[N:27])=[CH:22][CH:21]=1. (2) Given the product [CH:19]1([C:25]2([CH3:40])[N:26]([CH3:39])[C:27](=[O:38])[N:28]([CH2:31][C:32](=[O:33])[C:11]3[N:7]([CH2:6][O:5][CH2:4][CH2:3][Si:2]([CH3:13])([CH3:12])[CH3:1])[N:8]=[CH:9][CH:10]=3)[C:29]2=[O:30])[CH2:20][CH2:21][CH2:22][CH2:23][CH2:24]1, predict the reactants needed to synthesize it. The reactants are: [CH3:1][Si:2]([CH3:13])([CH3:12])[CH2:3][CH2:4][O:5][CH2:6][N:7]1[CH:11]=[CH:10][CH:9]=[N:8]1.C([Li])CCC.[CH:19]1([C:25]2([CH3:40])[C:29](=[O:30])[N:28]([CH2:31][C:32](N(OC)C)=[O:33])[C:27](=[O:38])[N:26]2[CH3:39])[CH2:24][CH2:23][CH2:22][CH2:21][CH2:20]1. (3) Given the product [CH3:1][O:2][C:3]1[CH:10]=[CH:9][CH:8]=[C:7]([O:11][CH3:12])[C:4]=1[CH:5]=[CH:14][C:13]([C:16]1[CH:21]=[CH:20][CH:19]=[CH:18][CH:17]=1)=[O:15], predict the reactants needed to synthesize it. The reactants are: [CH3:1][O:2][C:3]1[CH:10]=[CH:9][CH:8]=[C:7]([O:11][CH3:12])[C:4]=1[CH:5]=O.[C:13]([C:16]1[CH:21]=[CH:20][CH:19]=[CH:18][CH:17]=1)(=[O:15])[CH3:14].[OH-].[Na+]. (4) Given the product [CH2:37]([N:10]1[C:3]2[C:4](=[N:5][CH:6]=[CH:7][C:2]=2[CH3:1])[N:8]([C:12]2[CH:13]=[CH:14][C:15]([O:18][C:19]3[N:23]([CH2:24][O:25][CH2:26][CH2:27][Si:28]([CH3:29])([CH3:30])[CH3:31])[C:22]4[CH:32]=[CH:33][CH:34]=[CH:35][C:21]=4[N:20]=3)=[CH:16][CH:17]=2)[C:9]1=[O:11])[CH3:38], predict the reactants needed to synthesize it. The reactants are: [CH3:1][C:2]1[CH:7]=[CH:6][N:5]=[C:4]2[N:8]([C:12]3[CH:17]=[CH:16][C:15]([O:18][C:19]4[N:23]([CH2:24][O:25][CH2:26][CH2:27][Si:28]([CH3:31])([CH3:30])[CH3:29])[C:22]5[CH:32]=[CH:33][CH:34]=[CH:35][C:21]=5[N:20]=4)=[CH:14][CH:13]=3)[C:9](=[O:11])[NH:10][C:3]=12.I[CH2:37][CH3:38].[H-].[Na+].O. (5) Given the product [F:23][C:10]1[CH:9]=[C:8]([NH:7][C:5](=[O:6])[CH2:4][C:3]([NH2:26])=[O:2])[CH:13]=[CH:12][C:11]=1[O:14][CH2:15][C:16]1[CH:21]=[CH:20][CH:19]=[C:18]([F:22])[CH:17]=1, predict the reactants needed to synthesize it. The reactants are: C[O:2][C:3](=O)[CH2:4][C:5]([NH:7][C:8]1[CH:13]=[CH:12][C:11]([O:14][CH2:15][C:16]2[CH:21]=[CH:20][CH:19]=[C:18]([F:22])[CH:17]=2)=[C:10]([F:23])[CH:9]=1)=[O:6].[OH-].[NH4+:26]. (6) Given the product [C:30]1([S:36]([N:18]2[CH2:17][CH2:16][C:15]3[C:20](=[CH:21][CH:22]=[C:13]([O:12][CH2:11][CH2:10][CH2:9][N:3]4[CH2:8][CH2:7][CH2:6][CH2:5][CH2:4]4)[CH:14]=3)[CH2:19]2)(=[O:38])=[O:37])[CH:35]=[CH:34][CH:33]=[CH:32][CH:31]=1, predict the reactants needed to synthesize it. The reactants are: Cl.Cl.[N:3]1([CH2:9][CH2:10][CH2:11][O:12][C:13]2[CH:14]=[C:15]3[C:20](=[CH:21][CH:22]=2)[CH2:19][NH:18][CH2:17][CH2:16]3)[CH2:8][CH2:7][CH2:6][CH2:5][CH2:4]1.CCN(CC)CC.[C:30]1([S:36](Cl)(=[O:38])=[O:37])[CH:35]=[CH:34][CH:33]=[CH:32][CH:31]=1. (7) The reactants are: [Br:1][C:2]1[C:3](=[O:30])[N:4]([CH2:19][C:20]2[CH:21]=[N:22][C:23](S(C)(=O)=O)=[N:24][CH:25]=2)[C:5]([CH3:18])=[CH:6][C:7]=1[O:8][CH2:9][C:10]1[CH:15]=[CH:14][C:13]([F:16])=[CH:12][C:11]=1[F:17].[CH3:31][NH2:32]. Given the product [Br:1][C:2]1[C:3](=[O:30])[N:4]([CH2:19][C:20]2[CH:21]=[N:22][C:23]([NH:32][CH3:31])=[N:24][CH:25]=2)[C:5]([CH3:18])=[CH:6][C:7]=1[O:8][CH2:9][C:10]1[CH:15]=[CH:14][C:13]([F:16])=[CH:12][C:11]=1[F:17], predict the reactants needed to synthesize it. (8) The reactants are: [Si]([O:8][CH2:9][CH:10]1[N:15]([S:16]([C:19]2[CH:20]=[C:21]([N:25]3[C:34](=[O:35])[C:33]4[C:28](=[CH:29][CH:30]=[CH:31][CH:32]=4)[NH:27][C:26]3=[O:36])[CH:22]=[CH:23][CH:24]=2)(=[O:18])=[O:17])[C:14]2[CH:37]=[CH:38][CH:39]=[CH:40][C:13]=2[O:12][CH2:11]1)(C(C)(C)C)(C)C.[F-].C([N+](CCCC)(CCCC)CCCC)CCC. Given the product [OH:8][CH2:9][CH:10]1[N:15]([S:16]([C:19]2[CH:20]=[C:21]([N:25]3[C:34](=[O:35])[C:33]4[C:28](=[CH:29][CH:30]=[CH:31][CH:32]=4)[NH:27][C:26]3=[O:36])[CH:22]=[CH:23][CH:24]=2)(=[O:17])=[O:18])[C:14]2[CH:37]=[CH:38][CH:39]=[CH:40][C:13]=2[O:12][CH2:11]1, predict the reactants needed to synthesize it. (9) Given the product [C:36]([O:35][C:33]([N:8]1[CH2:9][C:10]2([CH2:14][N:13]([S:15]([C:18]3[CH:23]=[CH:22][C:21]([CH3:24])=[CH:20][CH:19]=3)(=[O:16])=[O:17])[CH2:12]2)[CH2:11]1)=[O:34])([CH3:37])([CH3:38])[CH3:39], predict the reactants needed to synthesize it. The reactants are: C([N:8]1[CH2:11][C:10]2([CH2:14][N:13]([S:15]([C:18]3[CH:23]=[CH:22][C:21]([CH3:24])=[CH:20][CH:19]=3)(=[O:17])=[O:16])[CH2:12]2)[CH2:9]1)C1C=CC=CC=1.O([C:33]([O:35][C:36]([CH3:39])([CH3:38])[CH3:37])=[O:34])[C:33]([O:35][C:36]([CH3:39])([CH3:38])[CH3:37])=[O:34].